Dataset: Peptide-MHC class I binding affinity with 185,985 pairs from IEDB/IMGT. Task: Regression. Given a peptide amino acid sequence and an MHC pseudo amino acid sequence, predict their binding affinity value. This is MHC class I binding data. The peptide sequence is FMYEGDTPL. The MHC is HLA-B45:06 with pseudo-sequence HLA-B45:06. The binding affinity (normalized) is 0.213.